Dataset: Forward reaction prediction with 1.9M reactions from USPTO patents (1976-2016). Task: Predict the product of the given reaction. (1) Given the reactants [O:1]1[CH:5]=[N:4][C:3]([C:6]([NH:9]C(=O)OC(C)(C)C)([CH3:8])[CH3:7])=[N:2]1.[ClH:17], predict the reaction product. The product is: [ClH:17].[CH3:7][C:6]([NH2:9])([C:3]1[N:4]=[CH:5][O:1][N:2]=1)[CH3:8]. (2) Given the reactants [CH3:1][C:2]1[CH:7]=[CH:6][C:5]([CH3:8])=[CH:4][C:3]=1[OH:9].[C:10](=O)([O-])[O-].[K+].[K+].S(OC)(OC)(=O)=O, predict the reaction product. The product is: [CH3:10][O:9][C:3]1[CH:4]=[C:5]([CH3:8])[CH:6]=[CH:7][C:2]=1[CH3:1]. (3) Given the reactants [F:1][C:2]1[CH:3]=[C:4]([NH:13][C:14](=[O:57])[C@@H:15]([NH:39][C:40]([C@H:42]2[CH2:47][CH2:46][C@H:45]([CH2:48][NH:49]C(=O)OC(C)(C)C)[CH2:44][CH2:43]2)=[O:41])[CH2:16][C:17]2[CH:22]=[CH:21][C:20]([C:23]3[CH:28]=[CH:27][C:26]([C:29](=[O:37])[NH:30][CH:31]4[CH2:35][CH2:34][CH:33]([OH:36])[CH2:32]4)=[CH:25][C:24]=3[CH3:38])=[CH:19][CH:18]=2)[CH:5]=[CH:6][C:7]=1[C:8]1[N:9]=[N:10][NH:11][N:12]=1.[ClH:58].C(#N)C, predict the reaction product. The product is: [ClH:58].[NH2:49][CH2:48][C@H:45]1[CH2:46][CH2:47][C@H:42]([C:40]([NH:39][C@H:15]([C:14]([NH:13][C:4]2[CH:5]=[CH:6][C:7]([C:8]3[N:9]=[N:10][NH:11][N:12]=3)=[C:2]([F:1])[CH:3]=2)=[O:57])[CH2:16][C:17]2[CH:18]=[CH:19][C:20]([C:23]3[CH:28]=[CH:27][C:26]([C:29]([NH:30][CH:31]4[CH2:35][CH2:34][CH:33]([OH:36])[CH2:32]4)=[O:37])=[CH:25][C:24]=3[CH3:38])=[CH:21][CH:22]=2)=[O:41])[CH2:43][CH2:44]1.